This data is from Reaction yield outcomes from USPTO patents with 853,638 reactions. The task is: Predict the reaction yield, written as a fraction of the theoretical maximum amount of product (1.0 means a 100% yield; for example, 0.34 means a 34% yield). (1) The reactants are [C:1]([O:5][C:6]([C@@H:8]([CH2:13][NH:14][S:15]([C:18]1[CH:23]=[CH:22][CH:21]=[CH:20][C:19]=1[N+:24]([O-:26])=[O:25])(=[O:17])=[O:16])[C:9]([O:11][CH3:12])=[O:10])=[O:7])([CH3:4])([CH3:3])[CH3:2].C(=O)([O-])[O-].[K+].[K+].Br[CH2:34][CH2:35][CH2:36][CH:37]=[CH2:38]. The catalyst is CN(C=O)C. The product is [C:1]([O:5][C:6]([C@@H:8]([CH2:13][N:14]([CH2:38][CH2:37][CH2:36][CH:35]=[CH2:34])[S:15]([C:18]1[CH:23]=[CH:22][CH:21]=[CH:20][C:19]=1[N+:24]([O-:26])=[O:25])(=[O:17])=[O:16])[C:9]([O:11][CH3:12])=[O:10])=[O:7])([CH3:4])([CH3:2])[CH3:3]. The yield is 0.430. (2) The reactants are [CH3:1][O:2][C:3]([C:5]1[CH:10]=[CH:9][C:8](=[O:11])[NH:7][CH:6]=1)=[O:4].[C:12]1(B(O)O)[CH:17]=[CH:16][CH:15]=[CH:14][CH:13]=1.N1C=CC=CC=1. The catalyst is ClCCl.O.C([O-])(=O)C.[Cu+2].C([O-])(=O)C. The product is [CH3:1][O:2][C:3]([C:5]1[CH:10]=[CH:9][C:8](=[O:11])[N:7]([C:12]2[CH:17]=[CH:16][CH:15]=[CH:14][CH:13]=2)[CH:6]=1)=[O:4]. The yield is 0.560. (3) The reactants are [C:1]1([CH3:11])[CH:6]=[CH:5][C:4]([S:7]([NH2:10])(=[O:9])=[O:8])=[CH:3][CH:2]=1.[H-].[Na+].Br[CH2:15][C:16]1[C:21]([CH2:22]Br)=[C:20]([F:24])[CH:19]=[CH:18][C:17]=1[F:25]. The catalyst is CN(C)C=O. The product is [F:24][C:20]1[CH:19]=[CH:18][C:17]([F:25])=[C:16]2[C:21]=1[CH2:22][N:10]([S:7]([C:4]1[CH:3]=[CH:2][C:1]([CH3:11])=[CH:6][CH:5]=1)(=[O:8])=[O:9])[CH2:15]2. The yield is 0.560. (4) The reactants are C(O)(=O)C1C=CC=CC=1.C1C=CC2N(O)N=NC=2C=1.C(Cl)CCl.C(N(CC)CC)C.[C:31]([NH:39][C@@H:40]1[CH2:45][CH2:44][O:43][CH2:42][C@@H:41]1[C:46]([O:48][CH3:49])=[O:47])(=[O:38])[C:32]1[CH:37]=[CH:36][CH:35]=[CH:34][CH:33]=1. The catalyst is C(Cl)Cl. The product is [C:31]([NH:39][C@H:40]1[CH2:45][CH2:44][O:43][CH2:42][C@H:41]1[C:46]([O:48][CH3:49])=[O:47])(=[O:38])[C:32]1[CH:33]=[CH:34][CH:35]=[CH:36][CH:37]=1. The yield is 0.910.